From a dataset of Catalyst prediction with 721,799 reactions and 888 catalyst types from USPTO. Predict which catalyst facilitates the given reaction. (1) Reactant: [C:1]1([CH:7]([NH:11][C:12]2[CH:17]=[CH:16][CH:15]=[CH:14][CH:13]=2)[C:8]([OH:10])=[O:9])[CH:6]=[CH:5][CH:4]=[CH:3][CH:2]=1.[N:18]12[CH2:25][CH2:24][CH:21]([CH2:22][CH2:23]1)[C@@H:20](O)[CH2:19]2.C1(P(C2C=CC=CC=2)C2C=CC=CC=2)C=CC=CC=1.N(/C(OCC)=O)=N\C(OCC)=O. Product: [C:1]1([CH:7]([NH:11][C:12]2[CH:17]=[CH:16][CH:15]=[CH:14][CH:13]=2)[C:8]([O:10][C@H:20]2[CH:21]3[CH2:24][CH2:25][N:18]([CH2:23][CH2:22]3)[CH2:19]2)=[O:9])[CH:2]=[CH:3][CH:4]=[CH:5][CH:6]=1. The catalyst class is: 1. (2) Reactant: [CH3:1][O:2][C:3](=[O:21])[CH2:4][C:5]1[CH:10]=[CH:9][CH:8]=[C:7]([O:11][C:12]2[CH:17]=[CH:16][C:15]([Br:18])=[CH:14][C:13]=2[CH2:19]O)[CH:6]=1.P(Br)(Br)[Br:23].C([O-])(O)=O.[Na+]. Product: [CH3:1][O:2][C:3](=[O:21])[CH2:4][C:5]1[CH:10]=[CH:9][CH:8]=[C:7]([O:11][C:12]2[CH:17]=[CH:16][C:15]([Br:18])=[CH:14][C:13]=2[CH2:19][Br:23])[CH:6]=1. The catalyst class is: 57. (3) Product: [F:37][C:38]([F:46])([F:45])[C:39]([C:18]1[CH:19]=[C:14]([CH2:13][CH:8]2[CH2:7][C:6]3[C:10](=[CH:11][C:3]([O:2][CH3:1])=[C:4]([N:20]4[CH2:21][CH2:22][O:23][CH2:24][CH2:25]4)[CH:5]=3)[C:9]2=[O:12])[CH:15]=[N:16][CH:17]=1)([OH:40])[C:41]([F:44])([F:43])[F:42]. The catalyst class is: 93. Reactant: [CH3:1][O:2][C:3]1[CH:11]=[C:10]2[C:6]([CH2:7][CH:8]([CH2:13][C:14]3[CH:15]=[N:16][CH:17]=[CH:18][CH:19]=3)[C:9]2=[O:12])=[CH:5][C:4]=1[N:20]1[CH2:25][CH2:24][O:23][CH2:22][CH2:21]1.CC1C=CC(S(O)(=O)=O)=CC=1.[F:37][C:38]([F:46])([F:45])[C:39]([C:41]([F:44])([F:43])[F:42])=[O:40]. (4) Reactant: [CH2:1]([O:8][C:9]1[CH:14]=[CH:13][N:12]([C:15]2[CH:16]=[CH:17][C:18]3[C:19]4[CH2:28][NH:27][CH2:26][CH2:25][C:20]=4[N:21]([CH3:24])[C:22]=3[CH:23]=2)[C:11](=[O:29])[CH:10]=1)[C:2]1[CH:7]=[CH:6][CH:5]=[CH:4][CH:3]=1.I[CH2:31][CH2:32][OH:33].C(N(CC)CC)C.[ClH:41]. Product: [ClH:41].[ClH:41].[CH2:1]([O:8][C:9]1[CH:14]=[CH:13][N:12]([C:15]2[CH:16]=[CH:17][C:18]3[C:19]4[CH2:28][N:27]([CH2:31][CH2:32][OH:33])[CH2:26][CH2:25][C:20]=4[N:21]([CH3:24])[C:22]=3[CH:23]=2)[C:11](=[O:29])[CH:10]=1)[C:2]1[CH:3]=[CH:4][CH:5]=[CH:6][CH:7]=1. The catalyst class is: 23. (5) Reactant: [Cl:1][C:2]1[CH:3]=[C:4]([CH:21]=[CH:22][CH:23]=1)[CH2:5][C:6]1[S:10][C:9]([CH:11]([C:13]2[C:14]([Cl:19])=[N:15][CH:16]=[N:17][CH:18]=2)[OH:12])=[C:8]([CH3:20])[CH:7]=1. Product: [Cl:1][C:2]1[CH:3]=[C:4]([CH:21]=[CH:22][CH:23]=1)[CH2:5][C:6]1[S:10][C:9]([C:11]([C:13]2[C:14]([Cl:19])=[N:15][CH:16]=[N:17][CH:18]=2)=[O:12])=[C:8]([CH3:20])[CH:7]=1. The catalyst class is: 177. (6) Reactant: [CH3:1][C:2]1[CH:15]=[C:5]2[C:6]([C@@H:10]3[CH2:12][C@H:11]3[CH2:13][NH2:14])=[CH:7][CH:8]=[CH:9][N:4]2[N:3]=1.C(N(CC)CC)C.[C:23](Cl)(=[O:30])[C:24]1[CH:29]=[CH:28][CH:27]=[CH:26][CH:25]=1. Product: [CH3:1][C:2]1[CH:15]=[C:5]2[C:6]([C@@H:10]3[CH2:12][C@H:11]3[CH2:13][NH:14][C:23](=[O:30])[C:24]3[CH:29]=[CH:28][CH:27]=[CH:26][CH:25]=3)=[CH:7][CH:8]=[CH:9][N:4]2[N:3]=1. The catalyst class is: 685. (7) Reactant: [CH3:1][C@H:2]([NH:11][CH3:12])[C@@H:3]([OH:10])[C:4]1[CH:9]=[CH:8][CH:7]=[CH:6][CH:5]=1.C(N(CC)CC)C.[Cl:20][CH2:21][CH2:22][CH2:23][CH2:24][C:25](Cl)=[O:26].O. Product: [Cl:20][CH2:21][CH2:22][CH2:23][CH2:24][C:25]([N:11]([C@@H:2]([CH3:1])[C@@H:3]([OH:10])[C:4]1[CH:9]=[CH:8][CH:7]=[CH:6][CH:5]=1)[CH3:12])=[O:26]. The catalyst class is: 1. (8) Reactant: [CH3:1][C:2]1[C:7](=[O:8])[CH2:6][CH:5]([C:9]([CH3:11])=[CH2:10])[CH2:4][CH:3]=1.[OH:12]O.[OH-].[Na+]. Product: [C:9]([C@@H:5]1[CH2:6][C@@H:7]2[C@@:2]([CH3:1])([O:8]2)[C:3](=[O:12])[CH2:4]1)([CH3:11])=[CH2:10]. The catalyst class is: 24. (9) Reactant: [Br:1][C:2]1[CH:3]=[C:4](/[CH:8]=[C:9](\[NH:14][C:15]([O:17][C:18]([CH3:21])([CH3:20])[CH3:19])=[O:16])/[C:10]([O:12][CH3:13])=[O:11])[CH:5]=[CH:6][CH:7]=1. Product: [Br:1][C:2]1[CH:3]=[C:4]([CH:5]=[CH:6][CH:7]=1)[CH2:8][C@@H:9]([C:10]([O:12][CH3:13])=[O:11])[NH:14][C:15]([O:17][C:18]([CH3:21])([CH3:20])[CH3:19])=[O:16]. The catalyst class is: 714. (10) Reactant: [Br:1][C:2]1[CH:3]=[C:4]([N:8]2[C:12]([C:13]3[CH:18]=[CH:17][C:16]([F:19])=[C:15]([Cl:20])[CH:14]=3)=[CH:11][C:10]([C:21]([O:23]CC)=[O:22])=[N:9]2)[CH:5]=[CH:6][CH:7]=1.[OH-].[Li+].O.Cl. Product: [Br:1][C:2]1[CH:3]=[C:4]([N:8]2[C:12]([C:13]3[CH:18]=[CH:17][C:16]([F:19])=[C:15]([Cl:20])[CH:14]=3)=[CH:11][C:10]([C:21]([OH:23])=[O:22])=[N:9]2)[CH:5]=[CH:6][CH:7]=1. The catalyst class is: 7.